The task is: Predict the reactants needed to synthesize the given product.. This data is from Full USPTO retrosynthesis dataset with 1.9M reactions from patents (1976-2016). (1) Given the product [CH3:21][S:18]([C:15]1[CH:14]=[CH:13][C:12]([CH:4]([CH2:5][CH:6]2[CH2:11][CH2:10][CH2:9][CH2:8][O:7]2)[C:3]([NH:27][C:25]([NH:24][CH3:23])=[O:26])=[O:22])=[CH:17][CH:16]=1)(=[O:19])=[O:20], predict the reactants needed to synthesize it. The reactants are: CO[C:3](=[O:22])[CH:4]([C:12]1[CH:17]=[CH:16][C:15]([S:18]([CH3:21])(=[O:20])=[O:19])=[CH:14][CH:13]=1)[CH2:5][CH:6]1[CH2:11][CH2:10][CH2:9][CH2:8][O:7]1.[CH3:23][NH:24][C:25]([NH2:27])=[O:26].C[O-].[Mg+2].C[O-]. (2) Given the product [Br:1][C:2]1[N:6]([CH2:7][C:18]2[CH:19]=[CH:20][CH:21]=[CH:22][C:17]=2[Cl:16])[CH:5]=[N:4][C:3]=1[C:8]1[CH:13]=[C:12]([CH:11]=[CH:10][N:9]=1)[C:14]#[N:15], predict the reactants needed to synthesize it. The reactants are: [Br:1][C:2]1[N:6]([CH3:7])[CH:5]=[N:4][C:3]=1[C:8]1[CH:13]=[C:12]([C:14]#[N:15])[CH:11]=[CH:10][N:9]=1.[Cl:16][C:17]1[CH:22]=[CH:21][CH:20]=[CH:19][C:18]=1CN1C=C(C2C=C(C#N)C=CN=2)N=C1.